Dataset: Full USPTO retrosynthesis dataset with 1.9M reactions from patents (1976-2016). Task: Predict the reactants needed to synthesize the given product. Given the product [F:24][C:25]([F:34])([F:33])[C:48]1([C:47]([O:23][C:20]2[CH:19]=[CH:18][C:17]([C:4]3[CH:5]=[CH:6][C:7]([O:9][CH2:10][CH:11]4[CH2:16][CH2:15][N:14]([C:30]([C:26]5([C:25]([F:34])([F:33])[F:24])[CH2:29][CH2:28][CH2:27]5)=[O:31])[CH2:13][CH2:12]4)=[CH:8][C:3]=3[F:2])=[CH:22][CH:21]=2)=[O:62])[CH2:49][CH2:50][CH2:45]1, predict the reactants needed to synthesize it. The reactants are: Cl.[F:2][C:3]1[CH:8]=[C:7]([O:9][CH2:10][CH:11]2[CH2:16][CH2:15][NH:14][CH2:13][CH2:12]2)[CH:6]=[CH:5][C:4]=1[C:17]1[CH:22]=[CH:21][C:20]([OH:23])=[CH:19][CH:18]=1.[F:24][C:25]([F:34])([F:33])[C:26]1([C:30](O)=[O:31])[CH2:29][CH2:28][CH2:27]1.F[P-](F)(F)(F)(F)F.N1(O[P+](N(C)C)(N(C)C)N(C)C)C2[CH:47]=[CH:48][CH:49]=[CH:50][C:45]=2N=N1.[OH2:62].